Dataset: Experimentally validated miRNA-target interactions with 360,000+ pairs, plus equal number of negative samples. Task: Binary Classification. Given a miRNA mature sequence and a target amino acid sequence, predict their likelihood of interaction. (1) The miRNA is hsa-miR-551b-5p with sequence GAAAUCAAGCGUGGGUGAGACC. The protein sequence of the target gene is MASWAKGRSYLAPGLLQGQVAIVTGGATGIGKAIVKELLELGSNVVIASRKLERLKSAADELQANLPPTKQARVIPIQCNIRNEEEVNNLVKSTLDTFGKINFLVNNGGGQFLSPAEHISSKGWHAVLETNLTGTFYMCKAVYSSWMKEHGGSIVNIIVPTKAGFPLAVHSGAARAGVYNLTKSLALEWACSGIRINCVAPGVIYSQTAVENYGSWGQSFFEGSFQKIPAKRIGVPEEVSSVVCFLLSPAASFITGQSVDVDGGRSLYTHSYEVPDHDNWPKGAGDLSVVKKMKETFKEK.... Result: 1 (interaction). (2) The miRNA is ath-miR173-5p with sequence UUCGCUUGCAGAGAGAAAUCAC. The protein sequence of the target gene is MRRRPPSRGGRGAARARETRRQPRHRSGRRMAEAISCTLNCSCQSFKPGKINHRQCDQCKHGWVAHALSKLRIPPMYPTSQVEIVQSNVVFDISSLMLYGTQAIPVRLKILLDRLFSVLKQDEVLQILHALDWTLQDYIRGYVLQDASGKVLDHWSIMTSEEEVATLQQFLRFGETKSIVELMAIQEKEEQSIIIPPSTANVDIRAFIESCSHRSSSLPTPVDKGNPSSIHPFENLISNMTFMLPFQFFNPLPPALIGSLPEQYMLEQGHDQSQDPKQEVHGPFPDSSFLTSSSTPFQVE.... Result: 0 (no interaction). (3) The miRNA is cel-miR-359 with sequence UCACUGGUCUUUCUCUGACGAA. The protein sequence of the target gene is MADDLDFETGDAGASATFPMQCSALRKNGFVVLKGWPCKIVEMSASKTGKHGHAKVHLVGIDIFTGKKYEDICPSTHNMDVPNIKRNDFQLIGIQDGYLSLLQDSGEVPEDLRLPEGDLGKEIEQKYDCGEEILITVLSAMTEEAAVAIKAMAK. Result: 0 (no interaction). (4) The miRNA is hsa-miR-4700-5p with sequence UCUGGGGAUGAGGACAGUGUGU. The protein sequence of the target gene is MGLLRGGAACARAMARLGALRSHYCALLLAAALAVCAFYYLGSGRETFSSATKRLKEARAGAAAPTPPAPELARGSAAPASGAKAKSLEGGVVVPVDYHLLMMFTKAEHNAPLQAKARVALSSLLRLAKFEAHEVLNLHFVSEEASREVAKALLRELLPPAAGFKCKVIFHDVAVLTDKLFPVVEAMQKYFSAGSGTYYSDSIFFLSVAMHQIMPKEIPRIIQLDLDLKYKTNIRELFEEFDNFLPGAVIGIAREMQPVYRHTFWQFRHENPKTRVGDPPPEGLPGFNSGVMLLNLEAMR.... Result: 0 (no interaction). (5) The miRNA is hsa-miR-548y with sequence AAAAGUAAUCACUGUUUUUGCC. The protein sequence of the target gene is MKKTQTWIITCIYLQLLLFNPLVKTKEICGNPVTDNVKDITKLVANLPNDYMITLNYVAGMDVLPSHCWLRDMVIQLSLSLTTLLDKFSNISEGLSNYSIIDKLGKIVDDLVLCMEENAPKNIKESPKRPETRSFTPEEFFSIFNRSIDAFKDFMVASDTSDCVLSSTLGPEKDSRVSVTKPFMLPPVAASSLRNDSSSSNRKAAKAPEDSGLQWTAMALPALISLVIGFAFGALYWKKKQSSLTRAVENIQINEEDNEISMLQQKEREFQEV. Result: 0 (no interaction).